Task: Predict which catalyst facilitates the given reaction.. Dataset: Catalyst prediction with 721,799 reactions and 888 catalyst types from USPTO (1) Reactant: [CH2:1]([N:3]1[CH2:8][CH2:7][N:6]([CH:9]2[CH2:14][CH2:13][N:12]([C:15]([C@:17]34[CH2:43][CH2:42][C@@H:41]([C:44]5([CH3:47])[CH2:46][CH2:45]5)[C@@H:18]3[C@@H:19]3[C@@:32]([CH3:35])([CH2:33][CH2:34]4)[C@@:31]4([CH3:36])[C@@H:22]([C@:23]5([CH3:40])[C@@H:28]([CH2:29][CH2:30]4)[C:27]([CH3:38])([CH3:37])[C@@H:26]([OH:39])[CH2:25][CH2:24]5)[CH2:21][CH2:20]3)=[O:16])[CH2:11][CH2:10]2)[CH2:5][CH2:4]1)[CH3:2].[CH3:48][C:49]1([CH3:56])[CH2:54][C:53](=[O:55])[O:52][C:50]1=[O:51].C1(C)C=CC=CC=1. Product: [CH2:1]([N:3]1[CH2:8][CH2:7][N:6]([CH:9]2[CH2:10][CH2:11][N:12]([C:15]([C@:17]34[CH2:43][CH2:42][C@@H:41]([C:44]5([CH3:47])[CH2:45][CH2:46]5)[C@@H:18]3[C@@H:19]3[C@@:32]([CH3:35])([CH2:33][CH2:34]4)[C@@:31]4([CH3:36])[C@@H:22]([C@:23]5([CH3:40])[C@@H:28]([CH2:29][CH2:30]4)[C:27]([CH3:37])([CH3:38])[C@@H:26]([O:39][C:53](=[O:55])[CH2:54][C:49]([CH3:56])([CH3:48])[C:50]([OH:52])=[O:51])[CH2:25][CH2:24]5)[CH2:21][CH2:20]3)=[O:16])[CH2:13][CH2:14]2)[CH2:5][CH2:4]1)[CH3:2]. The catalyst class is: 4. (2) Reactant: C[O:2][C:3](=[O:39])[C@@H:4]([O:6][C:7]1[CH:16]=[CH:15][C:14]([F:17])=[C:13]2[C:8]=1[C:9]([O:35][CH:36]([F:38])[F:37])=[C:10]([CH2:20][C:21]1[CH:26]=[CH:25][C:24]([C:27](=[O:33])[NH:28][CH:29]3[CH2:32][CH2:31][CH2:30]3)=[CH:23][C:22]=1[Cl:34])[C:11]([CH2:18][CH3:19])=[N:12]2)[CH3:5].[OH-].[Li+]. Product: [Cl:34][C:22]1[CH:23]=[C:24]([C:27](=[O:33])[NH:28][CH:29]2[CH2:30][CH2:31][CH2:32]2)[CH:25]=[CH:26][C:21]=1[CH2:20][C:10]1[C:11]([CH2:18][CH3:19])=[N:12][C:13]2[C:8]([C:9]=1[O:35][CH:36]([F:38])[F:37])=[C:7]([O:6][C@@H:4]([CH3:5])[C:3]([OH:39])=[O:2])[CH:16]=[CH:15][C:14]=2[F:17]. The catalyst class is: 7. (3) Reactant: C(N1C=CN=C1)(N1C=CN=C1)=O.[C:13]([O:17][C:18]([N:20]1[CH2:24][CH2:23][C@H:22]([C:25]([OH:27])=O)[CH2:21]1)=[O:19])([CH3:16])([CH3:15])[CH3:14].Cl.[CH3:29][NH:30][O:31][CH3:32]. Product: [C:13]([O:17][C:18]([N:20]1[CH2:24][CH2:23][C@H:22]([C:25](=[O:27])[N:30]([O:31][CH3:32])[CH3:29])[CH2:21]1)=[O:19])([CH3:14])([CH3:15])[CH3:16]. The catalyst class is: 4. (4) Reactant: [Cl:1][C:2]1[C:3]([CH3:12])=[CH:4][C:5]2[O:9][C:8](S)=[N:7][C:6]=2[CH:11]=1.[CH3:13][N:14]1[CH2:20][CH2:19][CH2:18][NH:17][CH2:16][CH2:15]1. Product: [Cl:1][C:2]1[C:3]([CH3:12])=[CH:4][C:5]2[O:9][C:8]([N:17]3[CH2:18][CH2:19][CH2:20][N:14]([CH3:13])[CH2:15][CH2:16]3)=[N:7][C:6]=2[CH:11]=1. The catalyst class is: 22. (5) The catalyst class is: 672. Reactant: [N:1]1([C:7]2[N:8]=[C:9]([CH2:14][C:15]([O-:17])=O)[NH:10][C:11](=[O:13])[CH:12]=2)[CH2:6][CH2:5][O:4][CH2:3][CH2:2]1.[Na+].[F:19][C:20]1[CH:28]=[CH:27][CH:26]=[C:25]2[C:21]=1[CH2:22][CH2:23][NH:24]2.Cl.CN(C)CCCN=C=NCC. Product: [F:19][C:20]1[CH:28]=[CH:27][CH:26]=[C:25]2[C:21]=1[CH2:22][CH2:23][N:24]2[C:15](=[O:17])[CH2:14][C:9]1[NH:10][C:11](=[O:13])[CH:12]=[C:7]([N:1]2[CH2:2][CH2:3][O:4][CH2:5][CH2:6]2)[N:8]=1. (6) Reactant: [CH3:1][C:2]1[C:11](=[O:12])[C:10]2[C:5](=[CH:6][CH:7]=[CH:8][CH:9]=2)[NH:4][CH:3]=1.[F:13][C:14]1[CH:15]=[CH:16][C:17]([O:31][CH3:32])=[C:18]([C:20]([CH3:30])([CH3:29])[CH2:21][C:22]2([C:25]([F:28])([F:27])[F:26])[CH2:24][O:23]2)[CH:19]=1.[O-]CC.[Na+]. Product: [F:13][C:14]1[CH:15]=[CH:16][C:17]([O:31][CH3:32])=[C:18]([C:20]([CH3:29])([CH3:30])[CH2:21][C:22]([OH:23])([C:25]([F:28])([F:27])[F:26])[CH2:24][N:4]2[C:5]3[C:10](=[CH:9][CH:8]=[CH:7][CH:6]=3)[C:11](=[O:12])[C:2]([CH3:1])=[CH:3]2)[CH:19]=1. The catalyst class is: 8. (7) Reactant: [BH4-].[Na+].[Br:3][C:4]1[CH:9]=[CH:8][C:7]([CH:10]2[CH2:13][C:12](=[O:14])[CH2:11]2)=[CH:6][CH:5]=1.C(=O)(O)[O-].[Na+]. Product: [Br:3][C:4]1[CH:5]=[CH:6][C:7]([CH:10]2[CH2:11][CH:12]([OH:14])[CH2:13]2)=[CH:8][CH:9]=1. The catalyst class is: 7.